From a dataset of Reaction yield outcomes from USPTO patents with 853,638 reactions. Predict the reaction yield, written as a fraction of the theoretical maximum amount of product (1.0 means a 100% yield; for example, 0.34 means a 34% yield). (1) The reactants are [F:1][C:2]([F:13])([F:12])[C:3]1[CH:8]=[CH:7][C:6](B(O)O)=[CH:5][CH:4]=1.[CH:14]1([S:19][C:20]2[CH:25]=[CH:24][CH:23]=[C:22](Br)[CH:21]=2)[CH2:18][CH2:17][CH2:16][CH2:15]1.C(=O)([O-])[O-].[Na+].[Na+].C1(C)C=CC=CC=1. The catalyst is [Pd].C1(P(C2C=CC=CC=2)C2C=CC=CC=2)C=CC=CC=1.C1(P(C2C=CC=CC=2)C2C=CC=CC=2)C=CC=CC=1.C1(P(C2C=CC=CC=2)C2C=CC=CC=2)C=CC=CC=1.C1(P(C2C=CC=CC=2)C2C=CC=CC=2)C=CC=CC=1.O.C(O)C. The product is [CH:14]1([S:19][C:20]2[CH:25]=[CH:24][CH:23]=[C:22]([C:6]3[CH:7]=[CH:8][C:3]([C:2]([F:13])([F:12])[F:1])=[CH:4][CH:5]=3)[CH:21]=2)[CH2:15][CH2:16][CH2:17][CH2:18]1. The yield is 0.780. (2) The reactants are [CH2:1]([O:3][CH2:4][CH2:5][O:6][C:7]1[CH:12]=[C:11]([CH3:13])[C:10]([C:14]2[CH:19]=[CH:18][CH:17]=[C:16]([CH2:20][NH:21][C:22]3[CH:32]=[CH:31][C:25]([O:26][CH2:27][C:28]([OH:30])=O)=[CH:24][CH:23]=3)[CH:15]=2)=[C:9]([CH3:33])[CH:8]=1)[CH3:2].Cl.[CH3:35][NH:36][O:37][CH3:38].C(N(CC)CC)C.ON1C2C=CC=CC=2N=N1.Cl.C(N=C=NCCCN(C)C)C. The catalyst is CN(C)C=O.C(OCC)(=O)C. The product is [CH2:1]([O:3][CH2:4][CH2:5][O:6][C:7]1[CH:8]=[C:9]([CH3:33])[C:10]([C:14]2[CH:19]=[CH:18][CH:17]=[C:16]([CH2:20][NH:21][C:22]3[CH:23]=[CH:24][C:25]([O:26][CH2:27][C:28]([N:36]([O:37][CH3:38])[CH3:35])=[O:30])=[CH:31][CH:32]=3)[CH:15]=2)=[C:11]([CH3:13])[CH:12]=1)[CH3:2]. The yield is 0.660. (3) The reactants are [S:1]1[C:5]2[CH:6]=[CH:7][CH:8]=[CH:9][C:4]=2[CH:3]=[C:2]1[N:10]1[C:15](=[O:16])[C:14]([CH2:17][CH2:18][C:19]2[CH:24]=[CH:23][CH:22]=[CH:21][CH:20]=2)=[C:13]([C:25]2[CH:30]=[CH:29][CH:28]=[C:27]([F:31])[C:26]=2[O:32]C)[N:12]=[C:11]1[CH3:34].Br. The product is [S:1]1[C:5]2[CH:6]=[CH:7][CH:8]=[CH:9][C:4]=2[CH:3]=[C:2]1[N:10]1[C:15](=[O:16])[C:14]([CH2:17][CH2:18][C:19]2[CH:24]=[CH:23][CH:22]=[CH:21][CH:20]=2)=[C:13]([C:25]2[CH:30]=[CH:29][CH:28]=[C:27]([F:31])[C:26]=2[OH:32])[N:12]=[C:11]1[CH3:34]. The yield is 0.970. The catalyst is C(O)(=O)C.O.C(Cl)Cl. (4) The reactants are O1CCCC1.[H-].[Al+3].[Li+].[H-].[H-].[H-].C([O:14][C:15](=O)[C:16]1[CH:21]=[CH:20][C:19]([CH3:22])=[N:18][C:17]=1[NH2:23])C.[OH-].[Na+]. The catalyst is O. The product is [NH2:23][C:17]1[C:16]([CH2:15][OH:14])=[CH:21][CH:20]=[C:19]([CH3:22])[N:18]=1. The yield is 0.740.